From a dataset of Forward reaction prediction with 1.9M reactions from USPTO patents (1976-2016). Predict the product of the given reaction. (1) The product is: [CH3:9][C:10]1[CH:11]=[C:12]([CH:15]=[C:16]([C:19]([O:21][CH2:1][C:2]2[CH:7]=[CH:6][CH:5]=[CH:4][CH:3]=2)=[O:20])[C:17]=1[OH:18])[CH:13]=[O:14]. Given the reactants [CH2:1](O)[C:2]1[CH:7]=[CH:6][CH:5]=[CH:4][CH:3]=1.[CH3:9][C:10]1[CH:11]=[C:12]([CH:15]=[C:16]([C:19]([OH:21])=[O:20])[C:17]=1[OH:18])[CH:13]=[O:14].C1(P(C2C=CC=CC=2)C2C=CC=CC=2)C=CC=CC=1.N(C(OCC)=O)=NC(OCC)=O, predict the reaction product. (2) The product is: [NH2:16][C:17]1[CH:22]=[CH:21][C:20]([CH3:23])=[CH:19][C:18]=1[C@@:24]([OH:29])([C:10]#[C:9][CH:6]1[CH2:8][CH2:7]1)[C:25]([F:26])([F:27])[F:28]. Given the reactants C([Zn]CC)C.[CH:6]1([C:9]#[CH:10])[CH2:8][CH2:7]1.[Li]CCCC.[NH2:16][C:17]1[CH:22]=[CH:21][C:20]([CH3:23])=[CH:19][C:18]=1[C:24](=[O:29])[C:25]([F:28])([F:27])[F:26].[H][H], predict the reaction product. (3) Given the reactants [C:1]([O:5][C:6]([NH:8][CH2:9][C@H:10]1[CH2:15][CH2:14][C@H:13]([C:16]([NH:18][C@@H:19]([CH2:23][C:24]2[CH:29]=[CH:28][C:27]([C:30]3[CH:35]=[CH:34][C:33]([C:36](=[O:51])[NH:37][CH:38]4[CH2:43][CH2:42][N:41]([C:44]([O:46][C:47]([CH3:50])([CH3:49])[CH3:48])=[O:45])[CH2:40][CH2:39]4)=[CH:32][C:31]=3[CH3:52])=[CH:26][CH:25]=2)[C:20](O)=[O:21])=[O:17])[CH2:12][CH2:11]1)=[O:7])([CH3:4])([CH3:3])[CH3:2].Cl.[NH2:54][C:55]1[CH:60]=[CH:59][C:58]([C:61]2[NH:65][N:64]=[C:63]([C:66]([F:74])([F:73])[C:67]([F:72])([F:71])[C:68]([OH:70])=[O:69])[N:62]=2)=[CH:57][CH:56]=1.C(N(CC)C(C)C)(C)C.F[P-](F)(F)(F)(F)F.CN(C(ON1C2=NC=CC=C2N=N1)=[N+](C)C)C, predict the reaction product. The product is: [C:1]([O:5][C:6]([NH:8][CH2:9][C@H:10]1[CH2:15][CH2:14][C@H:13]([C:16]([NH:18][C@@H:19]([CH2:23][C:24]2[CH:25]=[CH:26][C:27]([C:30]3[CH:35]=[CH:34][C:33]([C:36](=[O:51])[NH:37][CH:38]4[CH2:43][CH2:42][N:41]([C:44]([O:46][C:47]([CH3:50])([CH3:49])[CH3:48])=[O:45])[CH2:40][CH2:39]4)=[CH:32][C:31]=3[CH3:52])=[CH:28][CH:29]=2)[C:20]([NH:54][C:55]2[CH:56]=[CH:57][C:58]([C:61]3[NH:65][N:64]=[C:63]([C:66]([F:74])([F:73])[C:67]([F:72])([F:71])[C:68]([OH:70])=[O:69])[N:62]=3)=[CH:59][CH:60]=2)=[O:21])=[O:17])[CH2:12][CH2:11]1)=[O:7])([CH3:2])([CH3:4])[CH3:3].